Dataset: Peptide-MHC class II binding affinity with 134,281 pairs from IEDB. Task: Regression. Given a peptide amino acid sequence and an MHC pseudo amino acid sequence, predict their binding affinity value. This is MHC class II binding data. (1) The peptide sequence is PELEEEMFKKRNLTI. The MHC is DRB1_0901 with pseudo-sequence DRB1_0901. The binding affinity (normalized) is 0.112. (2) The peptide sequence is AAGVPPADKYRTFVA. The MHC is HLA-DQA10401-DQB10402 with pseudo-sequence HLA-DQA10401-DQB10402. The binding affinity (normalized) is 0.227. (3) The peptide sequence is QGIRYANPIAFFRKE. The MHC is HLA-DPA10201-DPB10501 with pseudo-sequence HLA-DPA10201-DPB10501. The binding affinity (normalized) is 0.851. (4) The peptide sequence is PTLAFPAGVCPTIGV. The MHC is DRB1_0405 with pseudo-sequence DRB1_0405. The binding affinity (normalized) is 0.208. (5) The peptide sequence is NWVPTGRTTWSIHAGGEW. The MHC is DRB1_0301 with pseudo-sequence DRB1_0301. The binding affinity (normalized) is 0. (6) The peptide sequence is MANSRAFALVLLFCA. The MHC is DRB5_0101 with pseudo-sequence DRB5_0101. The binding affinity (normalized) is 0.301. (7) The binding affinity (normalized) is 0.748. The MHC is HLA-DQA10501-DQB10301 with pseudo-sequence HLA-DQA10501-DQB10301. The peptide sequence is KYMVIQGEPGRVIRG. (8) The peptide sequence is THGIRPVVSTQLLLY. The MHC is HLA-DPA10301-DPB10402 with pseudo-sequence HLA-DPA10301-DPB10402. The binding affinity (normalized) is 0.621. (9) The peptide sequence is IKLVKSSRPDCSEIP. The MHC is HLA-DPA10103-DPB10401 with pseudo-sequence HLA-DPA10103-DPB10401. The binding affinity (normalized) is 0.129.